This data is from Experimentally validated miRNA-target interactions with 360,000+ pairs, plus equal number of negative samples. The task is: Binary Classification. Given a miRNA mature sequence and a target amino acid sequence, predict their likelihood of interaction. (1) The miRNA is hsa-miR-5002-5p with sequence AAUUUGGUUUCUGAGGCACUUAGU. The protein sequence of the target gene is MASSNPPPQPAIGAPLAPSAPGPSPEVEEDSGEAFEFDDSDEEEDTSSGLVVPGLAPERDTEPSLICFDTVPGSDLDPAAAPPQTEAPTVVSNGDAVGAAISGVRRSSWKRKSSRRIDRFTFPALEEDVIYDDVPCESPDAHQPGAERGLVYEDVHRAGAPRETEDLGWSSSEFESYSEDSGEETKPEAEPTKHRGSFQPKLSPDLTRLKERYVRTKRDILALRVGGRDMQELKLKCDCKMTQLMKAAKSGTRDGLEKTRMAVMRKVSFLHRKDVLGDSEEEDMGLLEVGVTDIKPPAPE.... Result: 0 (no interaction). (2) The protein sequence of the target gene is MAVLLETTLGDVVIDLYTEERPRACLNFLKLCKIKYYNYCLIHNVQRDFIIQTGDPTGTGRGGESIFGQLYGDQASFFEAEKVPRIKHKKKGTVSMVNNGSDQHGSQFLITTGENLDYLDGVHTVFGEVTEGMDIIKKINETFVDKDFVPYQDIRINHTVILDDPFDDPPDLLIPDRSPEPTREQLDSGRIGADEEIDDFKGRSAEEVEEIKAEKEAKTQAILLEMVGDLPDADIKPPENVLFVCKLNPVTTDEDLEIIFSRFGPIRSCEVIRDWKTGESLCYAFIEFEKEEDCEKAFFK.... The miRNA is hsa-miR-6516-5p with sequence UUUGCAGUAACAGGUGUGAGCA. Result: 1 (interaction).